This data is from Reaction yield outcomes from USPTO patents with 853,638 reactions. The task is: Predict the reaction yield, written as a fraction of the theoretical maximum amount of product (1.0 means a 100% yield; for example, 0.34 means a 34% yield). (1) The reactants are O[C:2]1[C:7]([C:8]#[N:9])=[CH:6][N:5]=[CH:4][C:3]=1[I:10].O=P(Cl)(Cl)[Cl:13]. No catalyst specified. The product is [Cl:13][C:2]1[C:7]([C:8]#[N:9])=[CH:6][N:5]=[CH:4][C:3]=1[I:10]. The yield is 0.750. (2) The reactants are [CH3:1][O:2][C:3](=[O:15])[C:4]1[C:5](=[C:10](I)[CH:11]=[CH:12][CH:13]=1)[C:6]([O:8][CH3:9])=[O:7].[NH2:16][C:17]1[CH:26]=[CH:25][C:24]2[C:19](=[CH:20][CH:21]=[CH:22][CH:23]=2)[CH:18]=1.C1C=CC(P(C2C(C3C(P(C4C=CC=CC=4)C4C=CC=CC=4)=CC=C4C=3C=CC=C4)=C3C(C=CC=C3)=CC=2)C2C=CC=CC=2)=CC=1.C(=O)([O-])[O-].[Cs+].[Cs+]. The catalyst is C1(C)C=CC=CC=1.C(Cl)Cl.C1C=CC(/C=C/C(/C=C/C2C=CC=CC=2)=O)=CC=1.C1C=CC(/C=C/C(/C=C/C2C=CC=CC=2)=O)=CC=1.C1C=CC(/C=C/C(/C=C/C2C=CC=CC=2)=O)=CC=1.[Pd].[Pd]. The product is [CH3:1][O:2][C:3](=[O:15])[C:4]1[C:5](=[C:10]([NH:16][C:17]2[CH:26]=[CH:25][C:24]3[C:19](=[CH:20][CH:21]=[CH:22][CH:23]=3)[CH:18]=2)[CH:11]=[CH:12][CH:13]=1)[C:6]([O:8][CH3:9])=[O:7]. The yield is 0.750. (3) The reactants are [OH:1][CH:2]([CH2:6][CH2:7][CH:8]=[CH2:9])[C:3]([OH:5])=[O:4].[C:10]1(C)[CH:15]=[CH:14][CH:13]=[CH:12][CH:11]=1.C1(C)C=CC(S(O)(=O)=[O:24])=CC=1. The catalyst is O. The product is [CH2:6]([CH:2]1[O:1][C:15](=[O:24])[CH:14]([CH2:13][CH2:12][CH:11]=[CH2:10])[O:4][C:3]1=[O:5])[CH2:7][CH:8]=[CH2:9]. The yield is 0.410. (4) The reactants are [Br:1][C:2]1[CH:3]=[C:4]2[C:8](=[C:9](I)[CH:10]=1)[NH:7][N:6]=[CH:5]2.B(O)(O)[C:13]1[S:21][C:20]2[C:15](=[CH:16][CH:17]=[CH:18][CH:19]=2)[CH:14]=1.COCCOC.C([O-])([O-])=O.[Na+].[Na+]. The catalyst is O. The product is [S:21]1[C:13]([C:9]2[CH:10]=[C:2]([Br:1])[CH:3]=[C:4]3[C:8]=2[NH:7][N:6]=[CH:5]3)=[CH:14][C:15]2[CH:16]=[CH:17][CH:18]=[CH:19][C:20]1=2. The yield is 0.700.